Dataset: Forward reaction prediction with 1.9M reactions from USPTO patents (1976-2016). Task: Predict the product of the given reaction. Given the reactants [F:1][C:2]1[CH:7]=[C:6]([I:8])[CH:5]=[CH:4][C:3]=1[NH:9][C:10]1[N:11]([CH3:20])[C:12](=[O:19])[CH:13]=[CH:14][C:15]=1C(O)=O.C1(P(N=[N+]=[N-])(C2C=CC=CC=2)=[O:28])C=CC=CC=1.C([N:40]([CH2:43]C)CC)C, predict the reaction product. The product is: [F:1][C:2]1[CH:7]=[C:6]([I:8])[CH:5]=[CH:4][C:3]=1[N:9]1[C:10]2[N:11]([CH3:20])[C:12](=[O:19])[CH:13]=[CH:14][C:15]=2[NH:40][C:43]1=[O:28].